This data is from Full USPTO retrosynthesis dataset with 1.9M reactions from patents (1976-2016). The task is: Predict the reactants needed to synthesize the given product. (1) The reactants are: [N:1]1[CH:6]=[CH:5][CH:4]=[CH:3][C:2]=1[C:7]([OH:9])=O.C(N(CC)C(C)C)(C)C.CN(C(ON1N=NC2C=CC=CC1=2)=[N+](C)C)C.F[P-](F)(F)(F)(F)F.[CH3:43][O:44][C:45]1[CH:46]=[C:47]([NH:55][C:56]2[N:57]=[CH:58][C:59]3[CH2:65][NH:64][CH2:63][CH2:62][C:60]=3[N:61]=2)[CH:48]=[C:49]([O:53][CH3:54])[C:50]=1[O:51][CH3:52]. Given the product [N:1]1[CH:6]=[CH:5][CH:4]=[CH:3][C:2]=1[C:7]([N:64]1[CH2:63][CH2:62][C:60]2[N:61]=[C:56]([NH:55][C:47]3[CH:46]=[C:45]([O:44][CH3:43])[C:50]([O:51][CH3:52])=[C:49]([O:53][CH3:54])[CH:48]=3)[N:57]=[CH:58][C:59]=2[CH2:65]1)=[O:9], predict the reactants needed to synthesize it. (2) Given the product [Cl:18][C:15]1[CH:16]=[CH:17][C:12]([S:9]([NH:8][C:7]2[C:2]([C:32](=[O:33])[C:31]3[CH:38]=[CH:39][C:28]([Cl:27])=[CH:29][CH:30]=3)=[N:3][CH:4]=[C:5]([Cl:26])[CH:6]=2)(=[O:10])=[O:11])=[CH:13][C:14]=1[C:19]([F:21])([F:22])[F:20], predict the reactants needed to synthesize it. The reactants are: Br[C:2]1[C:7]([N:8](COC)[S:9]([C:12]2[CH:17]=[CH:16][C:15]([Cl:18])=[C:14]([C:19]([F:22])([F:21])[F:20])[CH:13]=2)(=[O:11])=[O:10])=[CH:6][C:5]([Cl:26])=[CH:4][N:3]=1.[Cl:27][C:28]1[CH:39]=[CH:38][C:31]([C:32](N(OC)C)=[O:33])=[CH:30][CH:29]=1.